From a dataset of Reaction yield outcomes from USPTO patents with 853,638 reactions. Predict the reaction yield, written as a fraction of the theoretical maximum amount of product (1.0 means a 100% yield; for example, 0.34 means a 34% yield). (1) The reactants are C([Li])CCC.Br[C:7]1[CH:16]=[CH:15][C:14]2[C:9](=[CH:10][CH:11]=[C:12]([O:17][CH3:18])[CH:13]=2)[CH:8]=1.[F:19][C:20]1[CH:27]=[C:26]([O:28][CH3:29])[CH:25]=[CH:24][C:21]=1[CH:22]=[O:23]. The catalyst is C1COCC1. The product is [F:19][C:20]1[CH:27]=[C:26]([O:28][CH3:29])[CH:25]=[CH:24][C:21]=1[CH:22]([C:7]1[CH:16]=[CH:15][C:14]2[C:9](=[CH:10][CH:11]=[C:12]([O:17][CH3:18])[CH:13]=2)[CH:8]=1)[OH:23]. The yield is 0.930. (2) The reactants are Br[C:2]1[CH:3]=[C:4]([NH:10][C:11]2[CH:16]=[CH:15][C:14]([N:17]3[CH2:22][CH2:21][N:20]([CH2:23][CH2:24][F:25])[CH2:19][CH2:18]3)=[CH:13][N:12]=2)[C:5](=[O:9])[N:6]([CH3:8])[CH:7]=1.CN(C)CCN(C)C1C=CC(NC2C(=O)N(C)C=C(B3OC(C)(C)C(C)(C)O3)C=2)=NC=1.[C:57]([O:60][CH2:61][C:62]1[C:67]([N:68]2[CH2:79][CH2:78][N:77]3[C:70](=[CH:71][C:72]4[CH2:73][C:74]([CH3:81])([CH3:80])[CH2:75][C:76]=43)[C:69]2=[O:82])=[CH:66][C:65]([F:83])=[CH:64][C:63]=1Br)(=[O:59])[CH3:58]. No catalyst specified. The product is [F:83][C:65]1[CH:64]=[C:63]([C:2]2[CH:3]=[C:4]([NH:10][C:11]3[CH:16]=[CH:15][C:14]([N:17]4[CH2:22][CH2:21][N:20]([CH2:23][CH2:24][F:25])[CH2:19][CH2:18]4)=[CH:13][N:12]=3)[C:5](=[O:9])[N:6]([CH3:8])[CH:7]=2)[C:62]([CH2:61][O:60][C:57](=[O:59])[CH3:58])=[C:67]([N:68]2[CH2:79][CH2:78][N:77]3[C:70](=[CH:71][C:72]4[CH2:73][C:74]([CH3:80])([CH3:81])[CH2:75][C:76]=43)[C:69]2=[O:82])[CH:66]=1. The yield is 0.330. (3) The reactants are [CH3:1][O:2][C:3](=[O:15])[C:4]1[CH:9]=[CH:8][C:7]([CH2:10][NH:11][CH:12]=O)=[N:6][C:5]=1[Cl:14].O(Cl)Cl.[P+5].[OH-].[Na+]. The catalyst is C1(C)C=CC=CC=1.C(OCC)(=O)C. The product is [CH3:1][O:2][C:3]([C:4]1[CH:9]=[CH:8][C:7]2[N:6]([CH:12]=[N:11][CH:10]=2)[C:5]=1[Cl:14])=[O:15]. The yield is 0.880.